From a dataset of Retrosynthesis with 50K atom-mapped reactions and 10 reaction types from USPTO. Predict the reactants needed to synthesize the given product. (1) The reactants are: COc1ccc(C2=NN(C3CCNCC3)C(=O)C2(C)C)cc1OC.O=S(=O)(Cl)c1ccc(Cl)cc1. Given the product COc1ccc(C2=NN(C3CCN(S(=O)(=O)c4ccc(Cl)cc4)CC3)C(=O)C2(C)C)cc1OC, predict the reactants needed to synthesize it. (2) The reactants are: C1=CCNC1.O=C(O)[C@@H]1CCCN(c2ccc3nc(-c4cccc(C5CC5)n4)[nH]c3n2)C1. Given the product O=C([C@@H]1CCCN(c2ccc3nc(-c4cccc(C5CC5)n4)[nH]c3n2)C1)N1CC=CC1, predict the reactants needed to synthesize it. (3) Given the product CCCCCC(=O)NS(=O)(=O)c1ccccc1NC(=O)c1cccc(OCc2ccccc2)c1, predict the reactants needed to synthesize it. The reactants are: CCCCCC(=O)Cl.NS(=O)(=O)c1ccccc1NC(=O)c1cccc(OCc2ccccc2)c1. (4) Given the product O=C(COCc1ccccc1)N1CCCN(c2ccc(Cl)cc2Cl)CC1, predict the reactants needed to synthesize it. The reactants are: Clc1ccc(N2CCCNCC2)c(Cl)c1.O=C(Cl)COCc1ccccc1. (5) Given the product O=Cc1ccc(OCC2CCCCC2)cc1, predict the reactants needed to synthesize it. The reactants are: BrCC1CCCCC1.O=Cc1ccc(O)cc1. (6) Given the product O=C(O)C(F)(F)F, predict the reactants needed to synthesize it. The reactants are: CN(CCNC(=O)c1nc(Cl)c(N)nc1N)C(=O)OC(C)(C)C. (7) Given the product CCOC(=O)c1cnc(N(CC)CC)c(Cl)c1, predict the reactants needed to synthesize it. The reactants are: CCNCC.CCOC(=O)c1cnc(Cl)c(Cl)c1. (8) Given the product Brc1cccc2c(Nc3cccc(-n4ccnc4)c3)nccc12, predict the reactants needed to synthesize it. The reactants are: Clc1nccc2c(Br)cccc12.Nc1cccc(-n2ccnc2)c1. (9) Given the product COC[C@@H](N)C(=O)N(Cc1ccccc1)C(c1ccccc1)(c1ccccc1)c1ccccc1, predict the reactants needed to synthesize it. The reactants are: CI.N[C@H](CO)C(=O)N(Cc1ccccc1)C(c1ccccc1)(c1ccccc1)c1ccccc1. (10) Given the product COC(=O)/C=C/c1ccc(OC2Cc3ccccc3C2)cc1, predict the reactants needed to synthesize it. The reactants are: Brc1ccc(OC2Cc3ccccc3C2)cc1.C=CC(=O)OC.